This data is from Forward reaction prediction with 1.9M reactions from USPTO patents (1976-2016). The task is: Predict the product of the given reaction. The product is: [Cl:1][C:2]1[N:3]=[C:4]([N:22]2[CH2:21][CH2:20][N:19]([C:25]([O:27][C:28]([CH3:31])([CH3:30])[CH3:29])=[O:26])[CH2:24][CH2:23]2)[C:5]2[CH2:10][CH2:9][CH:8]([C:11]3[CH:16]=[CH:15][C:14]([F:17])=[CH:13][CH:12]=3)[C:6]=2[N:7]=1. Given the reactants [Cl:1][C:2]1[N:3]=[C:4](Cl)[C:5]2[CH2:10][CH2:9][CH:8]([C:11]3[CH:16]=[CH:15][C:14]([F:17])=[CH:13][CH:12]=3)[C:6]=2[N:7]=1.[N:19]1([C:25]([O:27][C:28]([CH3:31])([CH3:30])[CH3:29])=[O:26])[CH2:24][CH2:23][NH:22][CH2:21][CH2:20]1, predict the reaction product.